This data is from Forward reaction prediction with 1.9M reactions from USPTO patents (1976-2016). The task is: Predict the product of the given reaction. (1) The product is: [CH2:1]([O:8][C:9](=[O:10])[NH:11][C@@H:12]([C:16]1[CH:21]=[CH:20][CH:19]=[CH:18][CH:17]=1)[C:13](=[O:15])[N:22]1[CH2:26][CH2:25][CH2:24][CH2:23]1)[C:2]1[CH:3]=[CH:4][CH:5]=[CH:6][CH:7]=1. Given the reactants [CH2:1]([O:8][C:9]([NH:11][C@@H:12]([C:16]1[CH:21]=[CH:20][CH:19]=[CH:18][CH:17]=1)[C:13]([OH:15])=O)=[O:10])[C:2]1[CH:7]=[CH:6][CH:5]=[CH:4][CH:3]=1.[NH:22]1[CH2:26][CH2:25][CH2:24][CH2:23]1.C(N(C(C)C)CC)(C)C.F[B-](F)(F)F.N1(OC(N(C)C)=[N+](C)C)C2C=CC=CC=2N=N1, predict the reaction product. (2) Given the reactants [CH2:1]([O:8][C:9]1[CH:14]=[CH:13][C:12]([F:15])=[CH:11][C:10]=1[C:16](=O)[CH:17]=[C:18]([C:29]1[CH:34]=[CH:33][CH:32]=[CH:31][CH:30]=1)[CH2:19][CH2:20][CH2:21][O:22][CH:23]1[CH2:28][CH2:27][CH2:26][CH2:25][O:24]1)[C:2]1[CH:7]=[CH:6][CH:5]=[CH:4][CH:3]=1.O.[NH2:37][NH2:38].[C:39](O[C:39]([C:41]([F:44])([F:43])[F:42])=[O:40])([C:41]([F:44])([F:43])[F:42])=[O:40], predict the reaction product. The product is: [CH2:1]([O:8][C:9]1[CH:14]=[CH:13][C:12]([F:15])=[CH:11][C:10]=1[C:16]1[CH2:17][C:18]([C:29]2[CH:34]=[CH:33][CH:32]=[CH:31][CH:30]=2)([CH2:19][CH2:20][CH2:21][O:22][CH:23]2[CH2:28][CH2:27][CH2:26][CH2:25][O:24]2)[N:38]([C:39](=[O:40])[C:41]([F:44])([F:43])[F:42])[N:37]=1)[C:2]1[CH:7]=[CH:6][CH:5]=[CH:4][CH:3]=1. (3) Given the reactants [CH2:1]([O:8][NH:9][C@H:10]1[CH2:15][N:14](C(OC(C)(C)C)=O)[C@H:13]([C:23](=[O:25])[NH2:24])[CH:12]=[C:11]1[CH2:26][CH2:27][N+:28]([O-:30])=[O:29])[C:2]1[CH:7]=[CH:6][CH:5]=[CH:4][CH:3]=1.C(ON([C@H]1CN[C@H](C(N)=O)C=C1C)S(C1C=CC=CC=1[N+]([O-])=O)(=O)=O)C=C, predict the reaction product. The product is: [CH2:1]([O:8][NH:9][C@H:10]1[CH2:15][NH:14][C@H:13]([C:23]([NH2:24])=[O:25])[CH:12]=[C:11]1[CH2:26][CH2:27][N+:28]([O-:30])=[O:29])[C:2]1[CH:3]=[CH:4][CH:5]=[CH:6][CH:7]=1. (4) Given the reactants Cl.C(C1ON=C(N[C:12]([C@@H:14]2[CH2:20][CH2:19][CH2:18][CH2:17][CH2:16][NH:15]2)=[O:13])C=1)(C)(C)C.Br[C:22]1[CH:27]=[CH:26][C:25]([Cl:28])=[CH:24][CH:23]=1.C(=O)([O-])[O-:30].[K+].[K+], predict the reaction product. The product is: [Cl:28][C:25]1[CH:26]=[CH:27][C:22]([N:15]2[CH2:16][CH2:17][CH2:18][CH2:19][CH2:20][C@H:14]2[C:12]([OH:13])=[O:30])=[CH:23][CH:24]=1. (5) Given the reactants [CH2:1]([NH:5][C:6]([CH:8]1[O:25][C:12]2([CH2:17][CH2:16][N:15]([C:18]([O:20][C:21]([CH3:24])([CH3:23])[CH3:22])=[O:19])[CH2:14][CH2:13]2)[CH2:11][N:10]([CH2:26][C:27]([F:30])([F:29])[F:28])[CH2:9]1)=O)[C:2]([CH3:4])=O.COC1C=CC(P2(SP(C3C=CC(OC)=CC=3)(=S)S2)=[S:40])=CC=1, predict the reaction product. The product is: [CH3:4][C:2]1[S:40][C:6]([CH:8]2[O:25][C:12]3([CH2:17][CH2:16][N:15]([C:18]([O:20][C:21]([CH3:24])([CH3:23])[CH3:22])=[O:19])[CH2:14][CH2:13]3)[CH2:11][N:10]([CH2:26][C:27]([F:30])([F:29])[F:28])[CH2:9]2)=[N:5][CH:1]=1. (6) Given the reactants [C:1]([O:5][C:6]([NH:8][CH2:9][C@H:10]1[CH2:15][CH2:14][C@H:13]([C:16]([NH:18][C@H:19]([C:37]([NH:39][C:40]2[CH:45]=[CH:44][C:43]([C:46]3[N:47]=[N:48][NH:49][N:50]=3)=[C:42]([F:51])[CH:41]=2)=[O:38])[CH2:20][C:21]2[CH:26]=[CH:25][C:24]([C:27]3[CH:32]=[CH:31][C:30]([C:33](O)=[O:34])=[CH:29][C:28]=3[CH3:36])=[CH:23][CH:22]=2)=[O:17])[CH2:12][CH2:11]1)=[O:7])([CH3:4])([CH3:3])[CH3:2].[NH2:52][CH:53]1[CH2:58][N:57]([C:59]([O:61][C:62]([CH3:65])([CH3:64])[CH3:63])=[O:60])[CH2:56][C:55]([F:67])([F:66])[CH2:54]1.C(N(CC)C(C)C)(C)C.F[P-](F)(F)(F)(F)F.CN(C(ON1C2=NC=CC=C2N=N1)=[N+](C)C)C, predict the reaction product. The product is: [C:1]([O:5][C:6]([NH:8][CH2:9][C@H:10]1[CH2:15][CH2:14][C@H:13]([C:16]([NH:18][C@H:19]([C:37]([NH:39][C:40]2[CH:45]=[CH:44][C:43]([C:46]3[N:50]=[N:49][NH:48][N:47]=3)=[C:42]([F:51])[CH:41]=2)=[O:38])[CH2:20][C:21]2[CH:22]=[CH:23][C:24]([C:27]3[CH:32]=[CH:31][C:30]([C:33]([NH:52][CH:53]4[CH2:58][N:57]([C:59]([O:61][C:62]([CH3:63])([CH3:64])[CH3:65])=[O:60])[CH2:56][C:55]([F:67])([F:66])[CH2:54]4)=[O:34])=[CH:29][C:28]=3[CH3:36])=[CH:25][CH:26]=2)=[O:17])[CH2:12][CH2:11]1)=[O:7])([CH3:4])([CH3:3])[CH3:2]. (7) Given the reactants C[C@H]1[O:7][C@@H]2O[C@H]3[C@H](O)[C@@H](O)[C@@H](O[C@H]4[C@H](O)[C@@H](O)[C@@H](O[C@H]5[C@H](O)[C@@H](O)[C@@H](O[C@H]6[C@H](O)[C@@H](O)[C@@H](O[C@H]7[C@H](O)[C@@H](O)[C@@H](O[C@H]8[C@H](O)[C@@H](O)[C@@H](O[C@H]1[C@H](O)[C@H]2O)O[C@@H]8COCCCCS([O-])(=O)=O)O[C@@H]7CO)O[C@@H]6CO)O[C@@H]5CO)O[C@@H]4CO)O[C@@H]3CO.[Na+].[OH-].[Na+].[OH:88][NH:89][S:90]([C:93]1C=[CH:97][CH:96]=[C:95](S(C)(=O)=O)[CH:94]=1)(=[O:92])=[O:91], predict the reaction product. The product is: [OH:88][NH:89][S:90]([C:93]1[O:7][C:96]([CH3:97])=[CH:95][CH:94]=1)(=[O:92])=[O:91]. (8) Given the reactants [CH3:1][S:2](Cl)(=[O:4])=[O:3].[NH2:6][C:7]1[CH:8]=[C:9]([CH:15]=[C:16]([N:18]2[CH2:23][CH2:22][O:21][CH2:20][CH2:19]2)[CH:17]=1)[C:10]([O:12][CH2:13][CH3:14])=[O:11].N1C=CC=CC=1, predict the reaction product. The product is: [CH3:1][S:2]([NH:6][C:7]1[CH:8]=[C:9]([CH:15]=[C:16]([N:18]2[CH2:19][CH2:20][O:21][CH2:22][CH2:23]2)[CH:17]=1)[C:10]([O:12][CH2:13][CH3:14])=[O:11])(=[O:4])=[O:3]. (9) Given the reactants C(=O)([O-])[O-].[K+].[K+].[CH3:7][N:8]=[C:9]=[O:10].[CH2:11]([C:13]1[NH:17][N:16]=[C:15]([O:18][C:19]2[CH:24]=[CH:23][C:22]([C:25]([F:28])([F:27])[F:26])=[CH:21][C:20]=2[N+:29]([O-:31])=[O:30])[CH:14]=1)[CH3:12].Cl, predict the reaction product. The product is: [CH3:7][NH:8][C:9]([N:17]1[C:13]([CH2:11][CH3:12])=[CH:14][C:15]([O:18][C:19]2[CH:24]=[CH:23][C:22]([C:25]([F:28])([F:27])[F:26])=[CH:21][C:20]=2[N+:29]([O-:31])=[O:30])=[N:16]1)=[O:10]. (10) Given the reactants Br[CH2:2][CH2:3][CH2:4][NH:5][C:6]1[C:7](=[O:23])[N:8]([C:19]([CH3:22])([CH3:21])[CH3:20])[S:9](=[O:18])(=[O:17])[C:10]=1[C:11]1[CH:16]=[CH:15][CH:14]=[CH:13][CH:12]=1.[CH2:24]([O:27][C:28]1[CH:29]=[C:30]([OH:38])[CH:31]=[C:32]([O:34][CH2:35][CH2:36][CH3:37])[CH:33]=1)[CH2:25][CH3:26], predict the reaction product. The product is: [C:19]([N:8]1[C:7](=[O:23])[C:6]([NH:5][CH2:4][CH2:3][CH2:2][O:38][C:30]2[CH:31]=[C:32]([O:34][CH2:35][CH2:36][CH3:37])[CH:33]=[C:28]([O:27][CH2:24][CH2:25][CH3:26])[CH:29]=2)=[C:10]([C:11]2[CH:16]=[CH:15][CH:14]=[CH:13][CH:12]=2)[S:9]1(=[O:18])=[O:17])([CH3:22])([CH3:21])[CH3:20].